From a dataset of Forward reaction prediction with 1.9M reactions from USPTO patents (1976-2016). Predict the product of the given reaction. Given the reactants [F:1][C:2]1[C:10]2[S:9][C:8](=[N:11][C:12](=[O:23])[C:13]3[CH:18]=[CH:17][CH:16]=[C:15]([C:19]([F:22])([F:21])[F:20])[CH:14]=3)[NH:7][C:6]=2[CH:5]=[CH:4][C:3]=1[O:24][CH3:25].Br[CH:27]([CH2:32][CH3:33])[C:28]([O:30]C)=[O:29].ClC1C=CC2NC(=NC(=O)C3C=CC=C(C(F)(F)F)C=3)SC=2C=1F.BrCC(OCC)=O, predict the reaction product. The product is: [F:1][C:2]1[C:10]2[S:9][C:8](=[N:11][C:12](=[O:23])[C:13]3[CH:18]=[CH:17][CH:16]=[C:15]([C:19]([F:20])([F:22])[F:21])[CH:14]=3)[N:7]([CH:27]([CH2:32][CH3:33])[C:28]([OH:30])=[O:29])[C:6]=2[CH:5]=[CH:4][C:3]=1[O:24][CH3:25].